This data is from Forward reaction prediction with 1.9M reactions from USPTO patents (1976-2016). The task is: Predict the product of the given reaction. (1) Given the reactants [F:1][C:2]([F:21])([F:20])[C@@H:3]([CH3:19])[CH2:4][C@H:5]([NH:8]C(=O)OCC1C=CC=CC=1)[CH2:6][OH:7], predict the reaction product. The product is: [NH2:8][C@@H:5]([CH2:4][C@H:3]([CH3:19])[C:2]([F:1])([F:20])[F:21])[CH2:6][OH:7]. (2) Given the reactants [Br:1][C:2]1[CH:7]=[CH:6][C:5]([C:8]2[O:9][C:10]3[C:11](=[C:13]([C:17]([OH:19])=O)[CH:14]=[CH:15][CH:16]=3)[N:12]=2)=[CH:4][CH:3]=1.C1C=CC2N(O)N=[N:26]C=2C=1.CCN=C=NCCCN(C)C.CCN(C(C)C)C(C)C.[Cl-].[NH4+].Cl, predict the reaction product. The product is: [Br:1][C:2]1[CH:7]=[CH:6][C:5]([C:8]2[O:9][C:10]3[C:11](=[C:13]([C:17]([NH2:26])=[O:19])[CH:14]=[CH:15][CH:16]=3)[N:12]=2)=[CH:4][CH:3]=1. (3) Given the reactants CS(Cl)(=O)=O.[CH2:6]([NH:8][C:9](=[O:27])[NH:10][C:11]1[CH:19]=[C:18]([NH:20][C:21]2[CH:26]=[CH:25][CH:24]=[CH:23][CH:22]=2)[C:14]([C:15]([OH:17])=O)=[CH:13][N:12]=1)[CH3:7].N1C(C)=CC=CC=1C.[F:36][C:37]([F:46])([F:45])[C:38]1[CH:44]=[CH:43][CH:42]=[CH:41][C:39]=1[NH2:40], predict the reaction product. The product is: [CH2:6]([NH:8][C:9](=[O:27])[NH:10][C:11]1[CH:19]=[C:18]([NH:20][C:21]2[CH:26]=[CH:25][CH:24]=[CH:23][CH:22]=2)[C:14]([C:15]([NH:40][C:39]2[CH:41]=[CH:42][CH:43]=[CH:44][C:38]=2[C:37]([F:36])([F:45])[F:46])=[O:17])=[CH:13][N:12]=1)[CH3:7]. (4) Given the reactants [CH2:1]([C:3]1[S:4][CH:5]=[C:6](/[CH:8]=[CH:9]/[C:10]2[C:11]([O:21][CH2:22][C:23]3[CH:46]=[CH:45][C:26]([O:27][CH2:28][C:29]4[N:30]=[C:31]([C:35]5[CH:36]=[C:37]([CH:42]=[CH:43][CH:44]=5)[C:38](OC)=[O:39])[O:32][C:33]=4[CH3:34])=[C:25]([O:47][CH3:48])[CH:24]=3)=[N:12][N:13]([C:15]3[CH:20]=[CH:19][CH:18]=[CH:17][CH:16]=3)[CH:14]=2)[N:7]=1)[CH3:2].[BH4-].[Li+].O1CCCC1, predict the reaction product. The product is: [CH2:1]([C:3]1[S:4][CH:5]=[C:6](/[CH:8]=[CH:9]/[C:10]2[C:11]([O:21][CH2:22][C:23]3[CH:46]=[CH:45][C:26]([O:27][CH2:28][C:29]4[N:30]=[C:31]([C:35]5[CH:36]=[C:37]([CH2:38][OH:39])[CH:42]=[CH:43][CH:44]=5)[O:32][C:33]=4[CH3:34])=[C:25]([O:47][CH3:48])[CH:24]=3)=[N:12][N:13]([C:15]3[CH:16]=[CH:17][CH:18]=[CH:19][CH:20]=3)[CH:14]=2)[N:7]=1)[CH3:2].